Dataset: Retrosynthesis with 50K atom-mapped reactions and 10 reaction types from USPTO. Task: Predict the reactants needed to synthesize the given product. Given the product C[C@@H]1C[C@H]1C(=O)Nc1snc(-c2ccc3nn(C)cc3c2)c1Br, predict the reactants needed to synthesize it. The reactants are: C[C@@H]1C[C@H]1C(=O)Nc1snc(Br)c1Br.Cn1cc2cc(B3OC(C)(C)C(C)(C)O3)ccc2n1.